This data is from Acute oral toxicity (LD50) regression data from Zhu et al.. The task is: Regression/Classification. Given a drug SMILES string, predict its toxicity properties. Task type varies by dataset: regression for continuous values (e.g., LD50, hERG inhibition percentage) or binary classification for toxic/non-toxic outcomes (e.g., AMES mutagenicity, cardiotoxicity, hepatotoxicity). Dataset: ld50_zhu. (1) The drug is CCCSCSP(=S)(OCC)OCC. The rat oral LD50 is 4.99, given as -log10 of the dose in mol/kg body weight (higher means more acutely toxic). (2) The compound is CCCCC1C(=O)NN(c2ccccc2)C1=O. The rat oral LD50 is 2.12, given as -log10 of the dose in mol/kg body weight (higher means more acutely toxic). (3) The drug is CC(CO)c1ccccc1. The rat oral LD50 is 1.77, given as -log10 of the dose in mol/kg body weight (higher means more acutely toxic). (4) The molecule is CCCN(N=O)C(N)=O. The rat oral LD50 is 2.44, given as -log10 of the dose in mol/kg body weight (higher means more acutely toxic). (5) The compound is CN(C)N. The rat oral LD50 is 2.69, given as -log10 of the dose in mol/kg body weight (higher means more acutely toxic).